Predict which catalyst facilitates the given reaction. From a dataset of Catalyst prediction with 721,799 reactions and 888 catalyst types from USPTO. (1) Reactant: Cl.[CH3:2][C:3]1[C:33]([O:34]C(=O)C)=[CH:32][CH:31]=[CH:30][C:4]=1[C:5]([NH:7][C:8]1[CH:9]=[N:10][C:11]([NH:14][C:15]2[CH:20]=[CH:19][C:18]([C:21]([N:23]3[CH2:28][CH2:27][N:26]([CH3:29])[CH2:25][CH2:24]3)=[O:22])=[CH:17][CH:16]=2)=[N:12][CH:13]=1)=[O:6].C[O-].[Na+]. Product: [CH3:2][C:3]1[C:33]([OH:34])=[CH:32][CH:31]=[CH:30][C:4]=1[C:5]([NH:7][C:8]1[CH:9]=[N:10][C:11]([NH:14][C:15]2[CH:16]=[CH:17][C:18]([C:21]([N:23]3[CH2:28][CH2:27][N:26]([CH3:29])[CH2:25][CH2:24]3)=[O:22])=[CH:19][CH:20]=2)=[N:12][CH:13]=1)=[O:6]. The catalyst class is: 5. (2) Reactant: [CH3:1][C:2]1[N:3]=[C:4]2[C:13]3[NH:12][C@H:11]([C:14]4[CH:19]=[CH:18][CH:17]=[CH:16][CH:15]=4)[C@@H:10]([O:20][C:21](=[O:26])[C:22]([CH3:25])([CH3:24])[CH3:23])[C:9](=[O:27])[C:8]=3[CH:7]=[CH:6][N:5]2[C:28]=1[CH3:29].[C:30](Cl)(=[O:32])[CH3:31]. Product: [C:30]([N:12]1[C:13]2[C:4]3=[N:3][C:2]([CH3:1])=[C:28]([CH3:29])[N:5]3[CH:6]=[CH:7][C:8]=2[C:9](=[O:27])[C@H:10]([O:20][C:21](=[O:26])[C:22]([CH3:25])([CH3:24])[CH3:23])[C@H:11]1[C:14]1[CH:19]=[CH:18][CH:17]=[CH:16][CH:15]=1)(=[O:32])[CH3:31]. The catalyst class is: 11. (3) Product: [ClH:31].[S:1]1[C:5]2[CH:6]=[CH:7][CH:8]=[CH:9][C:4]=2[C:3]([N:10]2[CH2:15][CH2:14][N:13]([CH2:16][CH2:17][C:18]3[CH:23]=[CH:22][CH:21]=[C:20]4[C:19]=3[NH:24][C:25](=[O:30])[CH2:26][C:27]4([CH3:28])[CH3:29])[CH2:12][CH2:11]2)=[N:2]1. The catalyst class is: 159. Reactant: [S:1]1[C:5]2[CH:6]=[CH:7][CH:8]=[CH:9][C:4]=2[C:3]([N:10]2[CH2:15][CH2:14][N:13]([CH2:16][CH2:17][C:18]3[CH:23]=[CH:22][CH:21]=[CH:20][C:19]=3[NH:24][C:25](=[O:30])[CH:26]=[C:27]([CH3:29])[CH3:28])[CH2:12][CH2:11]2)=[N:2]1.[Cl-:31].[Al+3].[Cl-].[Cl-]. (4) Reactant: [H-].[Na+].[OH:3][CH2:4][CH:5]1[CH2:9][N:8]([C@@H:10]([CH2:18][CH3:19])[C:11]([O:13][C:14]([CH3:17])([CH3:16])[CH3:15])=[O:12])[C:7](=[O:20])[CH2:6]1.[CH2:21](Br)[C:22]1[CH:27]=[CH:26][CH:25]=[CH:24][CH:23]=1. Product: [CH2:21]([O:3][CH2:4][CH:5]1[CH2:9][N:8]([C@@H:10]([CH2:18][CH3:19])[C:11]([O:13][C:14]([CH3:15])([CH3:16])[CH3:17])=[O:12])[C:7](=[O:20])[CH2:6]1)[C:22]1[CH:27]=[CH:26][CH:25]=[CH:24][CH:23]=1. The catalyst class is: 3.